This data is from Full USPTO retrosynthesis dataset with 1.9M reactions from patents (1976-2016). The task is: Predict the reactants needed to synthesize the given product. Given the product [CH2:27]([N:34]1[C:7]([CH2:6][C:5]2[CH:25]=[CH:26][C:2]([F:1])=[CH:3][CH:4]=2)=[N:8][N:9]=[C:10]1[C:12]1[C:13]([O:23][CH3:24])=[C:14]2[C:19](=[O:20])[N:18]([CH3:21])[CH2:17][CH2:16][N:15]2[CH:22]=1)[C:28]1[CH:33]=[CH:32][CH:31]=[CH:30][CH:29]=1, predict the reactants needed to synthesize it. The reactants are: [F:1][C:2]1[CH:26]=[CH:25][C:5]([CH2:6][C:7]2O[C:10]([C:12]3[C:13]([O:23][CH3:24])=[C:14]4[C:19](=[O:20])[N:18]([CH3:21])[CH2:17][CH2:16][N:15]4[CH:22]=3)=[N:9][N:8]=2)=[CH:4][CH:3]=1.[CH2:27]([NH2:34])[C:28]1[CH:33]=[CH:32][CH:31]=[CH:30][CH:29]=1.